The task is: Predict the reaction yield, written as a fraction of the theoretical maximum amount of product (1.0 means a 100% yield; for example, 0.34 means a 34% yield).. This data is from Reaction yield outcomes from USPTO patents with 853,638 reactions. The reactants are [NH:1]1[CH2:6][CH2:5][CH2:4][CH2:3][CH:2]1[CH2:7][OH:8].C(N(CC)CC)C.[S:16](Cl)(Cl)(=[O:18])=[O:17]. The catalyst is ClCCl. The product is [S:16]1(=[O:18])(=[O:17])[N:1]2[CH2:6][CH2:5][CH2:4][CH2:3][CH:2]2[CH2:7][O:8]1. The yield is 0.390.